From a dataset of NCI-60 drug combinations with 297,098 pairs across 59 cell lines. Regression. Given two drug SMILES strings and cell line genomic features, predict the synergy score measuring deviation from expected non-interaction effect. (1) Drug 1: CS(=O)(=O)C1=CC(=C(C=C1)C(=O)NC2=CC(=C(C=C2)Cl)C3=CC=CC=N3)Cl. Drug 2: C1=CC(=C2C(=C1NCCNCCO)C(=O)C3=C(C=CC(=C3C2=O)O)O)NCCNCCO. Cell line: KM12. Synergy scores: CSS=64.4, Synergy_ZIP=11.7, Synergy_Bliss=9.71, Synergy_Loewe=8.81, Synergy_HSA=16.4. (2) Synergy scores: CSS=30.2, Synergy_ZIP=7.99, Synergy_Bliss=7.41, Synergy_Loewe=-11.5, Synergy_HSA=8.15. Drug 2: CC1=C2C(C(=O)C3(C(CC4C(C3C(C(C2(C)C)(CC1OC(=O)C(C(C5=CC=CC=C5)NC(=O)OC(C)(C)C)O)O)OC(=O)C6=CC=CC=C6)(CO4)OC(=O)C)O)C)O. Drug 1: CC1=C(C=C(C=C1)NC2=NC=CC(=N2)N(C)C3=CC4=NN(C(=C4C=C3)C)C)S(=O)(=O)N.Cl. Cell line: OVCAR-4. (3) Drug 1: CC1C(C(CC(O1)OC2CC(OC(C2O)C)OC3=CC4=CC5=C(C(=O)C(C(C5)C(C(=O)C(C(C)O)O)OC)OC6CC(C(C(O6)C)O)OC7CC(C(C(O7)C)O)OC8CC(C(C(O8)C)O)(C)O)C(=C4C(=C3C)O)O)O)O. Drug 2: C1CN(CCN1C(=O)CCBr)C(=O)CCBr. Cell line: DU-145. Synergy scores: CSS=34.6, Synergy_ZIP=0.205, Synergy_Bliss=1.96, Synergy_Loewe=-6.87, Synergy_HSA=0.842. (4) Drug 1: CNC(=O)C1=CC=CC=C1SC2=CC3=C(C=C2)C(=NN3)C=CC4=CC=CC=N4. Drug 2: C1C(C(OC1N2C=NC3=C(N=C(N=C32)Cl)N)CO)O. Cell line: SK-MEL-5. Synergy scores: CSS=-11.7, Synergy_ZIP=3.41, Synergy_Bliss=-2.93, Synergy_Loewe=-10.7, Synergy_HSA=-9.57. (5) Drug 1: CC1OCC2C(O1)C(C(C(O2)OC3C4COC(=O)C4C(C5=CC6=C(C=C35)OCO6)C7=CC(=C(C(=C7)OC)O)OC)O)O. Drug 2: CC1CCC2CC(C(=CC=CC=CC(CC(C(=O)C(C(C(=CC(C(=O)CC(OC(=O)C3CCCCN3C(=O)C(=O)C1(O2)O)C(C)CC4CCC(C(C4)OC)O)C)C)O)OC)C)C)C)OC. Cell line: SK-MEL-2. Synergy scores: CSS=34.0, Synergy_ZIP=-6.31, Synergy_Bliss=-1.05, Synergy_Loewe=3.94, Synergy_HSA=5.14. (6) Drug 1: CC1=C2C(C(=O)C3(C(CC4C(C3C(C(C2(C)C)(CC1OC(=O)C(C(C5=CC=CC=C5)NC(=O)C6=CC=CC=C6)O)O)OC(=O)C7=CC=CC=C7)(CO4)OC(=O)C)O)C)OC(=O)C. Drug 2: CCN(CC)CCCC(C)NC1=C2C=C(C=CC2=NC3=C1C=CC(=C3)Cl)OC. Cell line: SNB-19. Synergy scores: CSS=36.3, Synergy_ZIP=-4.91, Synergy_Bliss=3.27, Synergy_Loewe=-1.03, Synergy_HSA=4.73.